From a dataset of Reaction yield outcomes from USPTO patents with 853,638 reactions. Predict the reaction yield, written as a fraction of the theoretical maximum amount of product (1.0 means a 100% yield; for example, 0.34 means a 34% yield). (1) The reactants are [CH3:1][O:2][C:3]1[CH:4]=[C:5]([C@@H:11]2[NH:15][C@H:14]([C:16]([OH:18])=[O:17])[CH2:13][CH2:12]2)[CH:6]=[CH:7][C:8]=1[O:9][CH3:10].CCN(C(C)C)C(C)C.[CH3:28][C:29]([O:32][C:33](O[C:33]([O:32][C:29]([CH3:31])([CH3:30])[CH3:28])=[O:34])=[O:34])([CH3:31])[CH3:30].C1COCC1. The catalyst is ClCCl. The product is [C:29]([O:32][C:33]([N:15]1[C@@H:11]([C:5]2[CH:6]=[CH:7][C:8]([O:9][CH3:10])=[C:3]([O:2][CH3:1])[CH:4]=2)[CH2:12][CH2:13][C@H:14]1[C:16]([OH:18])=[O:17])=[O:34])([CH3:31])([CH3:30])[CH3:28]. The yield is 1.00. (2) The reactants are Cl.[C:2]([S:21][CH2:22][CH2:23][NH2:24])([C:15]1[CH:20]=[CH:19][CH:18]=[CH:17][CH:16]=1)([C:9]1[CH:14]=[CH:13][CH:12]=[CH:11][CH:10]=1)[C:3]1[CH:8]=[CH:7][CH:6]=[CH:5][CH:4]=1.[CH3:25][C:26]1[CH:34]=[CH:33][C:32]([NH:35][S:36]([C:39]2[S:40][CH:41]=[CH:42][CH:43]=2)(=[O:38])=[O:37])=[C:31]2[C:27]=1[CH:28]=[C:29]([C:44](O)=[O:45])[NH:30]2.N1(O)C2C=CC=CC=2N=N1.Cl.CN(C)CCCN=C=NCC. The catalyst is C(OCC)(=O)C.CN(C)C=O.C(N(CC)CC)C. The product is [CH3:25][C:26]1[CH:34]=[CH:33][C:32]([NH:35][S:36]([C:39]2[S:40][CH:41]=[CH:42][CH:43]=2)(=[O:38])=[O:37])=[C:31]2[C:27]=1[CH:28]=[C:29]([C:44]([NH:24][CH2:23][CH2:22][S:21][C:2]([C:9]1[CH:14]=[CH:13][CH:12]=[CH:11][CH:10]=1)([C:15]1[CH:16]=[CH:17][CH:18]=[CH:19][CH:20]=1)[C:3]1[CH:8]=[CH:7][CH:6]=[CH:5][CH:4]=1)=[O:45])[NH:30]2. The yield is 0.950. (3) The product is [CH2:26]([O:25][C:18]1[CH:17]=[C:16]([C:13]2[S:14][CH:15]=[C:11]([CH2:10][CH2:9][C:8]([C:3]3[CH:4]=[CH:5][CH:6]=[CH:7][C:2]=3[C:36]#[N:37])=[O:28])[N:12]=2)[CH:21]=[CH:20][C:19]=1[O:22][CH2:23][CH3:24])[CH3:27]. The catalyst is [C-]#N.[Zn+2].[C-]#N.C1C=CC([P]([Pd]([P](C2C=CC=CC=2)(C2C=CC=CC=2)C2C=CC=CC=2)([P](C2C=CC=CC=2)(C2C=CC=CC=2)C2C=CC=CC=2)[P](C2C=CC=CC=2)(C2C=CC=CC=2)C2C=CC=CC=2)(C2C=CC=CC=2)C2C=CC=CC=2)=CC=1. The reactants are Br[C:2]1[CH:7]=[CH:6][CH:5]=[CH:4][C:3]=1[C:8](=[O:28])[CH2:9][CH2:10][C:11]1[N:12]=[C:13]([C:16]2[CH:21]=[CH:20][C:19]([O:22][CH2:23][CH3:24])=[C:18]([O:25][CH2:26][CH3:27])[CH:17]=2)[S:14][CH:15]=1.O.C(OCC)(=O)C.[CH3:36][N:37](C=O)C. The yield is 0.530. (4) The reactants are [CH2:1]([O:3][CH:4]([O:7][CH2:8][CH3:9])[CH2:5][NH2:6])[CH3:2].[N:10]1[CH:15]=[CH:14][C:13]([CH:16]=O)=[CH:12][CH:11]=1. No catalyst specified. The product is [CH2:1]([O:3][CH:4]([O:7][CH2:8][CH3:9])[CH2:5][NH:6][CH2:16][C:13]1[CH:14]=[CH:15][N:10]=[CH:11][CH:12]=1)[CH3:2]. The yield is 0.440.